From a dataset of CYP2D6 inhibition data for predicting drug metabolism from PubChem BioAssay. Regression/Classification. Given a drug SMILES string, predict its absorption, distribution, metabolism, or excretion properties. Task type varies by dataset: regression for continuous measurements (e.g., permeability, clearance, half-life) or binary classification for categorical outcomes (e.g., BBB penetration, CYP inhibition). Dataset: cyp2d6_veith. (1) The result is 0 (non-inhibitor). The molecule is O=C(/C=C/c1ccco1)NC(=S)Nc1ccc(N2CCOCC2)c(Cl)c1. (2) The drug is CC(=O)/C(=N\N=C(N)N)c1ccccc1.O=S(=O)(O)O. The result is 0 (non-inhibitor). (3) The drug is CCCn1c(=O)c2[nH]c(C3CCCC3)nc2n(CCCOC(=O)c2ccc(S(=O)(=O)F)cc2)c1=O. The result is 0 (non-inhibitor). (4) The drug is CN(Cc1ccco1)c1nc(-c2ccccc2C(F)(F)F)nc2ccccc12. The result is 1 (inhibitor). (5) The drug is c1ccc(C[N+]23CN4CN(CN(C4)C2)C3)cc1. The result is 0 (non-inhibitor). (6) The molecule is CC(=O)Nc1ccc(S(=O)(=O)N2CCN(c3nc(NC4CCCC4)c4ccccc4n3)CC2)cc1. The result is 1 (inhibitor).